Dataset: Retrosynthesis with 50K atom-mapped reactions and 10 reaction types from USPTO. Task: Predict the reactants needed to synthesize the given product. (1) The reactants are: Cc1cc(CC(=O)C(=O)O)cc(Cl)c1OCc1ccccc1. Given the product Cc1cc(C[C@@H](O)C(=O)O)cc(Cl)c1OCc1ccccc1, predict the reactants needed to synthesize it. (2) Given the product COCCCN1CCOc2ccc(CO[C@@H]3CC[C@@H](CC(C)(C)C(=O)CNC4CCOCC4)N(S(=O)(=O)c4ccc(C)cc4)C3)cc21, predict the reactants needed to synthesize it. The reactants are: COCCCN1CCOc2ccc(CO[C@@H]3CC[C@@H](CC(C)(C)C(=O)CCl)N(S(=O)(=O)c4ccc(C)cc4)C3)cc21.NC1CCOCC1.